From a dataset of Forward reaction prediction with 1.9M reactions from USPTO patents (1976-2016). Predict the product of the given reaction. Given the reactants O.[OH-].[Li+].C[O:5][C:6](=[O:43])[CH2:7][C:8]1[C:17]([CH3:18])=[C:16]([C:19]2[CH:24]=[CH:23][C:22]([S:25]([C:28]3[CH:33]=[C:32]([C:34]([F:37])([F:36])[F:35])[CH:31]=[C:30]([C:38]([F:41])([F:40])[F:39])[CH:29]=3)(=[O:27])=[O:26])=[CH:21][CH:20]=2)[C:15]2[C:10](=[CH:11][CH:12]=[C:13]([F:42])[CH:14]=2)[CH:9]=1, predict the reaction product. The product is: [F:37][C:34]([F:35])([F:36])[C:32]1[CH:33]=[C:28]([S:25]([C:22]2[CH:21]=[CH:20][C:19]([C:16]3[C:15]4[C:10](=[CH:11][CH:12]=[C:13]([F:42])[CH:14]=4)[CH:9]=[C:8]([CH2:7][C:6]([OH:43])=[O:5])[C:17]=3[CH3:18])=[CH:24][CH:23]=2)(=[O:26])=[O:27])[CH:29]=[C:30]([C:38]([F:39])([F:40])[F:41])[CH:31]=1.